This data is from Full USPTO retrosynthesis dataset with 1.9M reactions from patents (1976-2016). The task is: Predict the reactants needed to synthesize the given product. Given the product [Na+:83].[CH3:47][C:45]1[CH:46]=[C:41]([CH:42]=[C:43]([CH3:76])[C:44]=1[S:48]([N:51]1[C:55]2[CH:56]=[CH:57][CH:58]=[CH:59][C:54]=2[N:53]=[C:52]1[S:60]([CH2:62][C:63]1[C:68]([CH3:69])=[C:67]([O:70][CH2:71][C:72]([F:73])([F:74])[F:75])[CH:66]=[CH:65][N:64]=1)=[O:61])(=[O:50])=[O:49])[O:40][CH2:39][C:38]([NH:37][CH:17]([CH2:18][CH2:19][C:20]([O-:22])=[O:21])[C:16]([O-:78])=[O:15])=[O:77].[Na+:83], predict the reactants needed to synthesize it. The reactants are: [N+](C1C=C(S(CC[O:15][C:16](=[O:78])[CH:17]([NH:37][C:38](=[O:77])[CH2:39][O:40][C:41]2[CH:46]=[C:45]([CH3:47])[C:44]([S:48]([N:51]3[C:55]4[CH:56]=[CH:57][CH:58]=[CH:59][C:54]=4[N:53]=[C:52]3[S:60]([CH2:62][C:63]3[C:68]([CH3:69])=[C:67]([O:70][CH2:71][C:72]([F:75])([F:74])[F:73])[CH:66]=[CH:65][N:64]=3)=[O:61])(=[O:50])=[O:49])=[C:43]([CH3:76])[CH:42]=2)[CH2:18][CH2:19][C:20]([O:22]CCS(C2C=CC=C([N+]([O-])=O)C=2)(=O)=O)=[O:21])(=O)=O)C=CC=1)([O-])=O.C([O-])(O)=O.[Na+:83].